From a dataset of Reaction yield outcomes from USPTO patents with 853,638 reactions. Predict the reaction yield, written as a fraction of the theoretical maximum amount of product (1.0 means a 100% yield; for example, 0.34 means a 34% yield). The reactants are [NH2:1][C:2]1[N:7]=[CH:6][N:5]=[C:4]2[N:8]([CH:20]([C:22]3[O:23][C:24]4[C:29]([C:30](=[O:39])[C:31]=3[C:32]3[CH:37]=[CH:36][CH:35]=[C:34]([F:38])[CH:33]=3)=[CH:28][CH:27]=[CH:26][CH:25]=4)[CH3:21])[N:9]=[C:10]([C:11]3[CH:16]=[C:15]([O:17]C)[CH:14]=[CH:13][C:12]=3[Cl:19])[C:3]=12. The catalyst is ClCCl.B(Br)(Br)Br. The product is [NH2:1][C:2]1[N:7]=[CH:6][N:5]=[C:4]2[N:8]([CH:20]([C:22]3[O:23][C:24]4[C:29]([C:30](=[O:39])[C:31]=3[C:32]3[CH:37]=[CH:36][CH:35]=[C:34]([F:38])[CH:33]=3)=[CH:28][CH:27]=[CH:26][CH:25]=4)[CH3:21])[N:9]=[C:10]([C:11]3[CH:16]=[C:15]([OH:17])[CH:14]=[CH:13][C:12]=3[Cl:19])[C:3]=12. The yield is 0.620.